Dataset: Catalyst prediction with 721,799 reactions and 888 catalyst types from USPTO. Task: Predict which catalyst facilitates the given reaction. (1) Reactant: [S:1]([N:11]1[C:15]2=[N:16][CH:17]=[C:18]([NH:20][NH:21][C:22]([C@@H:24]3[CH2:28][CH2:27][C@@H:26]([NH:29]C(=O)OC(C)(C)C)[CH2:25]3)=O)[N:19]=[C:14]2[CH:13]=[CH:12]1)([C:4]1[CH:10]=[CH:9][C:7]([CH3:8])=[CH:6][CH:5]=1)(=[O:3])=[O:2].CCN(C(C)C)C(C)C.O=S(Cl)Cl. Product: [S:1]([N:11]1[C:15]2[N:16]=[CH:17][C:18]3[N:19]([C:22]([C@@H:24]4[CH2:28][CH2:27][C@@H:26]([NH2:29])[CH2:25]4)=[N:21][N:20]=3)[C:14]=2[CH:13]=[CH:12]1)([C:4]1[CH:10]=[CH:9][C:7]([CH3:8])=[CH:6][CH:5]=1)(=[O:2])=[O:3]. The catalyst class is: 12. (2) Reactant: [OH-].[K+].F[C:4]1[CH:9]=[CH:8][C:7]([N+:10]([O-:12])=[O:11])=[C:6]([O:13][CH3:14])[CH:5]=1.[OH:15][CH2:16][CH2:17][N:18]1[CH2:23][CH2:22][N:21]([C:24]([O:26][C:27]([CH3:30])([CH3:29])[CH3:28])=[O:25])[CH2:20][CH2:19]1. Product: [CH3:14][O:13][C:6]1[CH:5]=[C:4]([CH:9]=[CH:8][C:7]=1[N+:10]([O-:12])=[O:11])[O:15][CH2:16][CH2:17][N:18]1[CH2:23][CH2:22][N:21]([C:24]([O:26][C:27]([CH3:30])([CH3:29])[CH3:28])=[O:25])[CH2:20][CH2:19]1. The catalyst class is: 596. (3) Product: [F:1][CH2:2][C:3]1([C:17]([O:19][CH2:20][CH3:21])=[O:18])[CH2:8][CH2:7][C:6]([B:22]2[O:26][C:25]([CH3:28])([CH3:27])[C:24]([CH3:30])([CH3:29])[O:23]2)=[CH:5][CH2:4]1. Reactant: [F:1][CH2:2][C:3]1([C:17]([O:19][CH2:20][CH3:21])=[O:18])[CH2:8][CH2:7][C:6](OS(C(F)(F)F)(=O)=O)=[CH:5][CH2:4]1.[B:22]1([B:22]2[O:26][C:25]([CH3:28])([CH3:27])[C:24]([CH3:30])([CH3:29])[O:23]2)[O:26][C:25]([CH3:28])([CH3:27])[C:24]([CH3:30])([CH3:29])[O:23]1.C([O-])(=O)C.[K+]. The catalyst class is: 75. (4) Reactant: CC1(C)[O:6][CH:5]([CH2:7][O:8][C:9]2[CH:14]=[CH:13][C:12]([C:15](=[O:24])[CH2:16][C:17](=O)[C:18]([O:20][CH2:21][CH3:22])=[O:19])=[CH:11][CH:10]=2)[CH2:4][O:3]1.Cl.[NH2:27]O. Product: [OH:6][CH:5]([CH2:4][OH:3])[CH2:7][O:8][C:9]1[CH:14]=[CH:13][C:12]([C:15]2[O:24][N:27]=[C:17]([C:18]([O:20][CH2:21][CH3:22])=[O:19])[CH:16]=2)=[CH:11][CH:10]=1. The catalyst class is: 653. (5) Reactant: [C:1]1([C:7]2([N:14]3[CH2:19][CH2:18][CH:17]([N:20]4[C:24]5[CH:25]=[CH:26][CH:27]=[CH:28][C:23]=5[N:22]=[C:21]4[CH:29]=O)[CH2:16][CH2:15]3)[CH2:13][CH2:12][CH2:11][CH2:10][CH2:9][CH2:8]2)[CH:6]=[CH:5][CH:4]=[CH:3][CH:2]=1.[C@H:31]12[CH2:37][C@H:34]([NH:35][CH2:36]1)[CH2:33][N:32]2[C:38]([O:40][C:41]([CH3:44])([CH3:43])[CH3:42])=[O:39].[BH-](OC(C)=O)(OC(C)=O)OC(C)=O.[Na+].C(O)(=O)C. Product: [C:1]1([C:7]2([N:14]3[CH2:15][CH2:16][CH:17]([N:20]4[C:24]5[CH:25]=[CH:26][CH:27]=[CH:28][C:23]=5[N:22]=[C:21]4[CH2:29][N:35]4[CH2:36][CH:31]5[CH2:37][CH:34]4[CH2:33][N:32]5[C:38]([O:40][C:41]([CH3:44])([CH3:43])[CH3:42])=[O:39])[CH2:18][CH2:19]3)[CH2:8][CH2:9][CH2:10][CH2:11][CH2:12][CH2:13]2)[CH:2]=[CH:3][CH:4]=[CH:5][CH:6]=1. The catalyst class is: 26.